Dataset: NCI-60 drug combinations with 297,098 pairs across 59 cell lines. Task: Regression. Given two drug SMILES strings and cell line genomic features, predict the synergy score measuring deviation from expected non-interaction effect. (1) Drug 1: CC1=C(C=C(C=C1)NC2=NC=CC(=N2)N(C)C3=CC4=NN(C(=C4C=C3)C)C)S(=O)(=O)N.Cl. Drug 2: CCC(=C(C1=CC=CC=C1)C2=CC=C(C=C2)OCCN(C)C)C3=CC=CC=C3.C(C(=O)O)C(CC(=O)O)(C(=O)O)O. Cell line: SF-268. Synergy scores: CSS=-1.93, Synergy_ZIP=3.45, Synergy_Bliss=3.41, Synergy_Loewe=-2.24, Synergy_HSA=-1.93. (2) Drug 1: C1C(C(OC1N2C=NC3=C(N=C(N=C32)Cl)N)CO)O. Drug 2: CC1C(C(CC(O1)OC2CC(CC3=C2C(=C4C(=C3O)C(=O)C5=CC=CC=C5C4=O)O)(C(=O)C)O)N)O. Cell line: KM12. Synergy scores: CSS=36.5, Synergy_ZIP=-6.33, Synergy_Bliss=-8.72, Synergy_Loewe=-13.0, Synergy_HSA=-4.16.